Dataset: Reaction yield outcomes from USPTO patents with 853,638 reactions. Task: Predict the reaction yield, written as a fraction of the theoretical maximum amount of product (1.0 means a 100% yield; for example, 0.34 means a 34% yield). (1) The reactants are [Br:1][C:2]1[C:3]([F:12])=[CH:4][C:5]([O:10][CH3:11])=[C:6]([NH:8]N)[CH:7]=1.[CH:13](=O)[CH:14]([CH3:16])[CH3:15].Cl.[BH4-].[Na+]. The catalyst is C(Cl)Cl.CO. The product is [Br:1][C:2]1[C:3]([F:12])=[CH:4][C:5]([O:10][CH3:11])=[C:6]2[C:7]=1[C:14]([CH3:16])([CH3:15])[CH2:13][NH:8]2. The yield is 0.860. (2) The reactants are [CH3:1][O:2][CH2:3][CH2:4][O:5][CH2:6][CH2:7][N:8]1[C:20]2[CH:19]=[CH:18][C:17](/[CH:21]=[CH:22]/[C:23]3[C:24]4[C:29]([N:30]=[C:31]5[C:36]=3[CH:35]=[CH:34][CH:33]=[CH:32]5)=[CH:28][CH:27]=[CH:26][CH:25]=4)=[CH:16][C:15]=2[C:14]2[C:9]1=[CH:10][CH:11]=[CH:12][CH:13]=2.[CH3:37][I:38]. The catalyst is C(#N)C. The product is [I-:38].[CH3:1][O:2][CH2:3][CH2:4][O:5][CH2:6][CH2:7][N:8]1[C:20]2[CH:19]=[CH:18][C:17](/[CH:21]=[CH:22]/[C:23]3[C:36]4[C:31]([N+:30]([CH3:37])=[C:29]5[C:24]=3[CH:25]=[CH:26][CH:27]=[CH:28]5)=[CH:32][CH:33]=[CH:34][CH:35]=4)=[CH:16][C:15]=2[C:14]2[C:9]1=[CH:10][CH:11]=[CH:12][CH:13]=2. The yield is 0.610. (3) The reactants are [CH3:1][N:2]([CH:4]=[O:5])C.C(Cl)(=O)C(Cl)=O.C[NH2:13].[H][H].[C:16]1(C)C=[CH:20][CH:19]=[CH:18][CH:17]=1. The catalyst is CCO.[Pd].C1COCC1. The product is [CH3:1][NH:2][C:4]([C@@H:17]1[CH2:18][CH2:19][CH2:20][NH:13][CH2:16]1)=[O:5]. The yield is 1.13. (4) The reactants are [Si]([O:18][CH:19]1[CH2:22][N:21]([C:23]2[S:24][CH:25]=[C:26]([C:28]#[N:29])[N:27]=2)[CH2:20]1)(C(C)(C)C)(C1C=CC=CC=1)C1C=CC=CC=1.[F-].C([N+](CCCC)(CCCC)CCCC)CCC. The catalyst is O1CCCC1. The product is [C:28]([C:26]1[N:27]=[C:23]([N:21]2[CH2:22][CH:19]([OH:18])[CH2:20]2)[S:24][CH:25]=1)#[N:29]. The yield is 0.770. (5) The reactants are Cl[C:2]1[N:7]=[C:6]([N:8]2[CH2:14][CH2:13][CH2:12][N:11]([CH3:15])[CH2:10][CH2:9]2)[CH:5]=[N:4][CH:3]=1.C([O-])([O-])=O.[Cs+].[Cs+].[F:22][C:23]1[CH:24]=[C:25](B(O)O)[CH:26]=[CH:27][C:28]=1[CH:29]=[O:30]. The catalyst is O1CCOCC1.O.O. The product is [F:22][C:23]1[CH:24]=[C:25]([C:2]2[CH:3]=[N:4][CH:5]=[C:6]([N:8]3[CH2:14][CH2:13][CH2:12][N:11]([CH3:15])[CH2:10][CH2:9]3)[N:7]=2)[CH:26]=[CH:27][C:28]=1[CH:29]=[O:30]. The yield is 0.460. (6) The reactants are CC1C=C(N2CCN(CC3C=CC(C(F)(F)F)=CC=3)C2=O)SC=1C(OCC)=O.[CH3:29][C:30]1[CH:34]=[C:33]([N:35]2[CH2:39][CH2:38][N:37]([CH2:40][CH2:41][C:42]3[CH:47]=[CH:46][CH:45]=[CH:44][CH:43]=3)[C:36]2=[O:48])[S:32][C:31]=1[C:49]([O:51]CC)=[O:50]. The yield is 0.780. The product is [CH3:29][C:30]1[CH:34]=[C:33]([N:35]2[CH2:39][CH2:38][N:37]([CH2:40][CH2:41][C:42]3[CH:47]=[CH:46][CH:45]=[CH:44][CH:43]=3)[C:36]2=[O:48])[S:32][C:31]=1[C:49]([OH:51])=[O:50]. No catalyst specified.